Task: Regression. Given two drug SMILES strings and cell line genomic features, predict the synergy score measuring deviation from expected non-interaction effect.. Dataset: NCI-60 drug combinations with 297,098 pairs across 59 cell lines (1) Drug 1: CN(C)N=NC1=C(NC=N1)C(=O)N. Drug 2: CC(C)CN1C=NC2=C1C3=CC=CC=C3N=C2N. Cell line: A549. Synergy scores: CSS=-2.91, Synergy_ZIP=0.315, Synergy_Bliss=-0.651, Synergy_Loewe=-2.45, Synergy_HSA=-2.67. (2) Drug 1: CCCS(=O)(=O)NC1=C(C(=C(C=C1)F)C(=O)C2=CNC3=C2C=C(C=N3)C4=CC=C(C=C4)Cl)F. Drug 2: CC1=C(N=C(N=C1N)C(CC(=O)N)NCC(C(=O)N)N)C(=O)NC(C(C2=CN=CN2)OC3C(C(C(C(O3)CO)O)O)OC4C(C(C(C(O4)CO)O)OC(=O)N)O)C(=O)NC(C)C(C(C)C(=O)NC(C(C)O)C(=O)NCCC5=NC(=CS5)C6=NC(=CS6)C(=O)NCCC[S+](C)C)O. Cell line: TK-10. Synergy scores: CSS=5.42, Synergy_ZIP=-2.48, Synergy_Bliss=-2.36, Synergy_Loewe=-3.85, Synergy_HSA=-1.83.